This data is from Full USPTO retrosynthesis dataset with 1.9M reactions from patents (1976-2016). The task is: Predict the reactants needed to synthesize the given product. (1) Given the product [Cl:25][C:21]1[CH:20]=[C:19]([CH:18]2[CH2:10][C:9](=[O:26])[NH:8][CH2:16][C:52]32[C:63]2[C:58](=[CH:59][CH:60]=[CH:61][CH:62]=2)[NH:35][C:53]3=[O:55])[CH:24]=[CH:23][CH:22]=1, predict the reactants needed to synthesize it. The reactants are: C(OC([N:8]1[C:16]2C(=CC=C(Cl)C=2)/[C:10](=[CH:18]/[C:19]2[CH:24]=[CH:23][CH:22]=[C:21]([Cl:25])[CH:20]=2)/[C:9]1=[O:26])=O)(C)(C)C.ClC1C(C)=CC(OC2CCOCC2)=C(C=[N:35]C(O[Si](C)(C)C)=C)C=1.F[C:52](F)(F)[C:53]([OH:55])=O.[C:58]1(C)[CH:63]=[CH:62][CH:61]=[CH:60][CH:59]=1. (2) Given the product [CH3:19][C:17]1[S:18][C:14]([CH2:13][N:11]([CH2:13][C:14]2[S:18][C:17]([CH3:19])=[N:16][CH:15]=2)[C:8]23[CH2:10][CH:4]4[CH2:5][CH:6]([CH2:1][CH:2]([CH2:3]4)[CH2:9]2)[CH2:7]3)=[CH:15][N:16]=1, predict the reactants needed to synthesize it. The reactants are: [CH2:1]1[CH:6]2[CH2:7][C:8]3([NH2:11])[CH2:10][CH:4]([CH2:5]2)[CH2:3][CH:2]1[CH2:9]3.Cl[CH2:13][C:14]1[S:18][C:17]([CH3:19])=[N:16][CH:15]=1. (3) Given the product [C:9]([O:12][C:13](=[O:14])[NH:7][S:4]([CH:1]1[CH2:3][CH2:2]1)(=[O:6])=[O:5])([CH3:11])([CH3:10])[CH3:8], predict the reactants needed to synthesize it. The reactants are: [CH:1]1([S:4]([NH2:7])(=[O:6])=[O:5])[CH2:3][CH2:2]1.[CH3:8][C:9]([O:12][C:13](O[C:13]([O:12][C:9]([CH3:11])([CH3:10])[CH3:8])=[O:14])=[O:14])([CH3:11])[CH3:10].C(N(CC)CC)C. (4) Given the product [O:19]1[CH2:23][CH2:22][CH2:21][CH2:20]1.[CH:1]([N-:4][CH:5]([CH3:7])[CH3:6])([CH3:3])[CH3:2].[Li+:18], predict the reactants needed to synthesize it. The reactants are: [CH:1]([NH:4][CH:5]([CH3:7])[CH3:6])([CH3:3])[CH3:2].CCCCCC.C([Li:18])CCC.[O:19]1[CH2:23][CH2:22][CH2:21][CH2:20]1. (5) Given the product [CH3:32][N:15]([CH3:14])[C:16]1([CH2:26][C:27]2[S:28][CH:29]=[CH:30][CH:31]=2)[CH2:17][CH2:18][C:19]2([CH2:23][N:22]([C:8](=[O:12])[CH2:9][CH2:10][CH3:11])[CH2:21][CH2:20]2)[CH2:24][CH2:25]1, predict the reactants needed to synthesize it. The reactants are: C(N(CC)CC)C.[C:8](Cl)(=[O:12])[CH2:9][CH2:10][CH3:11].[CH3:14][N:15]([CH3:32])[C:16]1([CH2:26][C:27]2[S:28][CH:29]=[CH:30][CH:31]=2)[CH2:25][CH2:24][C:19]2([CH2:23][NH:22][CH2:21][CH2:20]2)[CH2:18][CH2:17]1.C(=O)([O-])[O-].[Na+].[Na+]. (6) Given the product [ClH:11].[O:1]1[CH:5]=[CH:4][N:3]=[C:2]1[C:6](=[NH:12])[NH2:7], predict the reactants needed to synthesize it. The reactants are: [O:1]1[CH:5]=[CH:4][N:3]=[C:2]1[C:6]#[N:7].C[O-].[Na+].[Cl-:11].[NH4+:12]. (7) Given the product [C:38]([O:37][C:35](=[O:36])[N:13]([CH2:16][CH2:15][CH2:14][OH:17])[CH2:12][CH2:11][C:5]1[CH:6]=[CH:7][C:8]([O:9][CH3:10])=[C:3]([O:2][CH3:1])[CH:4]=1)([CH3:39])([CH3:40])[CH3:41], predict the reactants needed to synthesize it. The reactants are: [CH3:1][O:2][C:3]1[CH:4]=[C:5]([CH2:11][CH2:12][NH2:13])[CH:6]=[CH:7][C:8]=1[O:9][CH3:10].[C:14](OC)(=[O:17])[CH:15]=[CH2:16].CCN(CC)CC.O([C:35]([O:37][C:38]([CH3:41])([CH3:40])[CH3:39])=[O:36])[C:35]([O:37][C:38]([CH3:41])([CH3:40])[CH3:39])=[O:36].[H-].[H-].[H-].[H-].[Li+].[Al+3].[OH-].[Na+]. (8) Given the product [C:15]([O:14][C:12](=[O:13])[CH2:11][C@H:7]([NH:6][S:28]([C:24]1[C:25]([CH3:27])=[CH:26][C:21]([O:20][CH3:19])=[CH:22][C:23]=1[CH3:32])(=[O:30])=[O:29])[C:8]([OH:10])=[O:9])([CH3:18])([CH3:17])[CH3:16], predict the reactants needed to synthesize it. The reactants are: C(=O)(O)[O-].[Na+].[NH2:6][C@@H:7]([CH2:11][C:12]([O:14][C:15]([CH3:18])([CH3:17])[CH3:16])=[O:13])[C:8]([OH:10])=[O:9].[CH3:19][O:20][C:21]1[CH:26]=[C:25]([CH3:27])[C:24]([S:28](Cl)(=[O:30])=[O:29])=[C:23]([CH3:32])[CH:22]=1.